Dataset: Catalyst prediction with 721,799 reactions and 888 catalyst types from USPTO. Task: Predict which catalyst facilitates the given reaction. (1) The catalyst class is: 16. Reactant: [I-].[CH3:2][S+](C)(C)=O.[CH3:7][C:8]([Si:11]([CH3:32])([CH3:31])[O:12][CH2:13][C:14]1[CH:19]=[CH:18][CH:17]=[C:16]([O:20][CH2:21][O:22][CH3:23])[C:15]=1[C:24](=[CH2:30])[C:25]([O:27][CH2:28][CH3:29])=[O:26])([CH3:10])[CH3:9]. Product: [CH3:7][C:8]([Si:11]([CH3:31])([CH3:32])[O:12][CH2:13][C:14]1[CH:19]=[CH:18][CH:17]=[C:16]([O:20][CH2:21][O:22][CH3:23])[C:15]=1[C:24]1([C:25]([O:27][CH2:28][CH3:29])=[O:26])[CH2:2][CH2:30]1)([CH3:9])[CH3:10]. (2) The catalyst class is: 5. Product: [OH:8][CH:5]1[CH2:4][CH2:3][C:2]([C:11]([C:13]2[C:21]3[C:16](=[N:17][CH:18]=[C:19]([C:22]4[CH:23]=[C:24]([O:32][CH3:33])[C:25]([O:30][CH3:31])=[C:26]([O:28][CH3:29])[CH:27]=4)[N:20]=3)[NH:15][CH:14]=2)=[O:12])([CH3:1])[CH2:7][CH2:6]1. Reactant: [CH3:1][C:2]1([C:11]([C:13]2[C:21]3[C:16](=[N:17][CH:18]=[C:19]([C:22]4[CH:27]=[C:26]([O:28][CH3:29])[C:25]([O:30][CH3:31])=[C:24]([O:32][CH3:33])[CH:23]=4)[N:20]=3)[NH:15][CH:14]=2)=[O:12])[CH2:7][CH2:6][CH:5]([O:8]C=O)[CH2:4][CH2:3]1.[OH-].[Na+]. (3) Reactant: [Cl:1][C:2]1[CH:10]=[C:9]2[C:5]([CH:6]([C:12]3[CH:21]=[CH:20][C:19]4[C:14](=[CH:15][CH:16]=[CH:17][CH:18]=4)[CH:13]=3)[C:7](=[O:11])[NH:8]2)=[CH:4][CH:3]=1.[Cl:22][C:23]1[CH:24]=[C:25]([CH:28]=[CH:29][CH:30]=1)[CH2:26]Br.[I-].[K+].C(=O)([O-])[O-].[K+].[K+]. Product: [Cl:1][C:2]1[CH:10]=[C:9]2[C:5]([C:6]([CH2:26][C:25]3[CH:28]=[CH:29][CH:30]=[C:23]([Cl:22])[CH:24]=3)([C:12]3[CH:21]=[CH:20][C:19]4[C:14](=[CH:15][CH:16]=[CH:17][CH:18]=4)[CH:13]=3)[C:7](=[O:11])[NH:8]2)=[CH:4][CH:3]=1. The catalyst class is: 21. (4) Reactant: [Cl:1][C:2]1[CH:3]=[C:4]([CH:18]=[CH:19][C:20]=1[Cl:21])[O:5][CH2:6][C:7]1[CH:17]=[CH:16][C:10]([C:11]([O:13]CC)=[O:12])=[CH:9][CH:8]=1.[OH-].[Na+]. Product: [Cl:1][C:2]1[CH:3]=[C:4]([CH:18]=[CH:19][C:20]=1[Cl:21])[O:5][CH2:6][C:7]1[CH:17]=[CH:16][C:10]([C:11]([OH:13])=[O:12])=[CH:9][CH:8]=1. The catalyst class is: 30.